From a dataset of Forward reaction prediction with 1.9M reactions from USPTO patents (1976-2016). Predict the product of the given reaction. (1) The product is: [C:21]([C:10]1[C:11]2[C:16](=[CH:15][C:14]([O:17][CH3:18])=[C:13]([O:19][CH3:20])[CH:12]=2)[N:8]([CH2:7][C:6]([OH:5])=[O:23])[N:9]=1)(=[O:26])[NH2:22]. Given the reactants C([O:5][C:6](=[O:23])[CH2:7][N:8]1[C:16]2[C:11](=[CH:12][C:13]([O:19][CH3:20])=[C:14]([O:17][CH3:18])[CH:15]=2)[C:10]([C:21]#[N:22])=[N:9]1)(C)(C)C.C(C1C2C(=CN=C(C)C=2)N(CC(O)=O)N=1)(=[O:26])N, predict the reaction product. (2) Given the reactants [NH2:1][N:2]1[C:11](=[O:12])[C:10]2[C:5](=[CH:6][CH:7]=[CH:8][CH:9]=2)[N:4]=[C:3]1[CH:13]([CH3:15])[CH3:14].[C:16]12([CH2:26][C:27](Cl)=[O:28])[CH2:25][CH:20]3[CH2:21][CH:22]([CH2:24][CH:18]([CH2:19]3)[CH2:17]1)[CH2:23]2.N1C=CC=CC=1, predict the reaction product. The product is: [C:16]12([CH2:26][C:27]([NH:1][N:2]3[C:11](=[O:12])[C:10]4[C:5](=[CH:6][CH:7]=[CH:8][CH:9]=4)[N:4]=[C:3]3[CH:13]([CH3:15])[CH3:14])=[O:28])[CH2:23][CH:22]3[CH2:21][CH:20]([CH2:19][CH:18]([CH2:24]3)[CH2:17]1)[CH2:25]2. (3) Given the reactants [F:1][C:2]1[CH:7]=[CH:6][C:5]([N:8]2[C:16]3[C:11](=[CH:12][C:13]([O:17][C@@H:18]([C:22]4[CH:27]=[CH:26][CH:25]=[CH:24][CH:23]=4)[C@H:19]([NH2:21])[CH3:20])=[CH:14][CH:15]=3)[CH:10]=[N:9]2)=[CH:4][CH:3]=1.Cl[C:29](=[O:34])[C:30]([O:32][CH3:33])=[O:31], predict the reaction product. The product is: [CH3:33][O:32][C:30]([C:29](=[O:34])[NH:21][C@@H:19]([CH3:20])[C@H:18]([O:17][C:13]1[CH:12]=[C:11]2[C:16](=[CH:15][CH:14]=1)[N:8]([C:5]1[CH:4]=[CH:3][C:2]([F:1])=[CH:7][CH:6]=1)[N:9]=[CH:10]2)[C:22]1[CH:23]=[CH:24][CH:25]=[CH:26][CH:27]=1)=[O:31].